From a dataset of Reaction yield outcomes from USPTO patents with 853,638 reactions. Predict the reaction yield, written as a fraction of the theoretical maximum amount of product (1.0 means a 100% yield; for example, 0.34 means a 34% yield). (1) The product is [C:22]([O:25][C@@H:26]1[C@@H:31]([N:32]([CH3:33])[CH3:34])[CH2:30][C@@H:29]([CH3:35])[O:28][C@H:27]1[O:20][C@@H:18]1[CH2:19][C:14]2[C@@:15]([CH3:21])([C@@H:5]3[C@@H:6]([CH2:12][CH:13]=2)[C@H:7]2[C@@:2]([CH3:1])([C:10](=[O:11])[CH2:9][CH2:8]2)[CH2:3][CH2:4]3)[CH2:16][CH2:17]1)(=[O:24])[CH3:23]. The catalyst is C(OCC)(=O)C. The yield is 0.380. The reactants are [CH3:1][C@@:2]12[C:10](=[O:11])[CH2:9][CH2:8][C@H:7]1[C@@H:6]1[CH2:12][CH:13]=[C:14]3[CH2:19][C@@H:18]([OH:20])[CH2:17][CH2:16][C@:15]3([CH3:21])[C@H:5]1[CH2:4][CH2:3]2.[C:22]([O:25][CH:26]1[CH:31]([N:32]([CH3:34])[CH3:33])[CH2:30][CH:29]([CH3:35])[O:28][CH:27]1F)(=[O:24])[CH3:23].B(F)(F)F.CCOCC.CO. (2) The reactants are [C:1]([NH2:10])(=[O:9])[C:2]1[C:3](=[CH:5][CH:6]=[CH:7][CH:8]=1)[NH2:4].[CH:11]([C:13]1[CH:23]=[CH:22][C:16]([O:17][CH2:18][C:19]([OH:21])=[O:20])=[CH:15][CH:14]=1)=O.COC1C=C(OC)C=C2C=1C(=O)NC(C1C=CC=CN=1)=N2. No catalyst specified. The product is [O:9]=[C:1]1[C:2]2[C:3](=[CH:5][CH:6]=[CH:7][CH:8]=2)[N:4]=[C:11]([C:13]2[CH:23]=[CH:22][C:16]([O:17][CH2:18][C:19]([OH:21])=[O:20])=[CH:15][CH:14]=2)[NH:10]1. The yield is 0.730. (3) The reactants are Cl[C:2]1[C:7]([CH:8]([CH2:13][CH2:14][CH3:15])[C:9]([O:11][CH3:12])=[O:10])=[C:6]([CH3:16])[N:5]=[C:4]([C:17]2[CH:22]=[CH:21][CH:20]=[CH:19][CH:18]=2)[N:3]=1.C(N(CC)C(C)C)(C)C.[CH:32]1[C:41]2[C:36](=[CH:37][CH:38]=[CH:39][CH:40]=2)[CH:35]=[CH:34][C:33]=1B(O)O. The catalyst is COCCOC.O.C1C=CC([P]([Pd]([P](C2C=CC=CC=2)(C2C=CC=CC=2)C2C=CC=CC=2)([P](C2C=CC=CC=2)(C2C=CC=CC=2)C2C=CC=CC=2)[P](C2C=CC=CC=2)(C2C=CC=CC=2)C2C=CC=CC=2)(C2C=CC=CC=2)C2C=CC=CC=2)=CC=1. The product is [CH3:16][C:6]1[C:7]([CH:8]([CH2:13][CH2:14][CH3:15])[C:9]([O:11][CH3:12])=[O:10])=[C:2]([C:33]2[CH:34]=[CH:35][C:36]3[C:41](=[CH:40][CH:39]=[CH:38][CH:37]=3)[CH:32]=2)[N:3]=[C:4]([C:17]2[CH:22]=[CH:21][CH:20]=[CH:19][CH:18]=2)[N:5]=1. The yield is 0.710. (4) The reactants are [CH3:1][O:2][C:3]1[CH:8]=[CH:7][CH:6]=[CH:5][C:4]=1[C:9]1[C:17]2[C:12](=[N:13][CH:14]=[C:15](B3OC(C)(C)C(C)(C)O3)[CH:16]=2)[N:11](COCC[Si](C)(C)C)[N:10]=1.Br[C:36]1[CH:37]=[C:38]([C:42]2[N:43]([CH3:47])[CH:44]=[CH:45][N:46]=2)[CH:39]=[CH:40][CH:41]=1.ClC1C=C(C2N(C)C=CN=2)C=CC=1.[C:61](=O)([O-:63])[O-:62].[Na+].[Na+].S([O-])([O-])(=O)=O.[Na+].[Na+]. The catalyst is C(#N)C.FC(F)(F)C(O)=O. The product is [CH:61]([OH:63])=[O:62].[CH3:1][O:2][C:3]1[CH:8]=[CH:7][CH:6]=[CH:5][C:4]=1[C:9]1[C:17]2[C:12](=[N:13][CH:14]=[C:15]([C:40]3[CH:41]=[CH:36][CH:37]=[C:38]([C:42]4[N:43]([CH3:47])[CH:44]=[CH:45][N:46]=4)[CH:39]=3)[CH:16]=2)[NH:11][N:10]=1. The yield is 0.400. (5) The reactants are [Br:1][C:2]1[CH:3]=[C:4]([CH:8]=[CH:9][C:10]=1[Cl:11])[C:5]([OH:7])=[O:6].C(=O)([O-])[O-].[Cs+].[Cs+].I[CH2:19][CH3:20]. The catalyst is C(#N)C. The product is [Br:1][C:2]1[CH:3]=[C:4]([CH:8]=[CH:9][C:10]=1[Cl:11])[C:5]([O:7][CH2:19][CH3:20])=[O:6]. The yield is 0.970.